Dataset: Catalyst prediction with 721,799 reactions and 888 catalyst types from USPTO. Task: Predict which catalyst facilitates the given reaction. Reactant: [NH:1]1[C:9]2[C:4](=[CH:5][CH:6]=[CH:7][CH:8]=2)[C:3]([CH2:10][CH2:11][NH:12][C:13]2[N:21]=[C:20]([C:22]3[CH:23]=[N:24][CH:25]=[C:26]([F:28])[CH:27]=3)[N:19]=[C:18]3[C:14]=2[N:15]=[CH:16][N:17]3[C@H:29]([CH3:39])[CH2:30][O:31]CC2C=CC=CC=2)=[CH:2]1.B(Cl)(Cl)Cl.[OH-].[Na+]. Product: [NH:1]1[C:9]2[C:4](=[CH:5][CH:6]=[CH:7][CH:8]=2)[C:3]([CH2:10][CH2:11][NH:12][C:13]2[N:21]=[C:20]([C:22]3[CH:23]=[N:24][CH:25]=[C:26]([F:28])[CH:27]=3)[N:19]=[C:18]3[C:14]=2[N:15]=[CH:16][N:17]3[C@H:29]([CH3:39])[CH2:30][OH:31])=[CH:2]1. The catalyst class is: 2.